This data is from Full USPTO retrosynthesis dataset with 1.9M reactions from patents (1976-2016). The task is: Predict the reactants needed to synthesize the given product. Given the product [NH2:1][CH:4]1[C:10](=[O:11])[N:9]([CH2:12][CH:13]2[CH2:15][CH2:14]2)[C:8]2[CH:16]=[CH:17][CH:18]=[CH:19][C:7]=2[N:6]([CH2:20][CH:21]2[CH2:22][CH2:23]2)[C:5]1=[O:24], predict the reactants needed to synthesize it. The reactants are: [N:1]([CH:4]1[C:10](=[O:11])[N:9]([CH2:12][CH:13]2[CH2:15][CH2:14]2)[C:8]2[CH:16]=[CH:17][CH:18]=[CH:19][C:7]=2[N:6]([CH2:20][CH:21]2[CH2:23][CH2:22]2)[C:5]1=[O:24])=[N+]=[N-].N1C2C=CC=CC=2NCCC1.